This data is from Full USPTO retrosynthesis dataset with 1.9M reactions from patents (1976-2016). The task is: Predict the reactants needed to synthesize the given product. (1) Given the product [C:2]1([NH:1][C:9]2[CH:17]=[CH:16][C:12]([C:13]([OH:15])=[O:14])=[CH:11][CH:10]=2)[CH:7]=[CH:6][CH:5]=[CH:4][CH:3]=1, predict the reactants needed to synthesize it. The reactants are: [NH2:1][C:2]1[CH:7]=[CH:6][CH:5]=[CH:4][CH:3]=1.Br[C:9]1[CH:17]=[CH:16][C:12]([C:13]([OH:15])=[O:14])=[CH:11][CH:10]=1.C(=O)([O-])[O-].[Cs+].[Cs+]. (2) Given the product [F:14][C:12]1([F:15])[CH2:13][N:10]([C:8]([C:3]2[CH:4]=[CH:5][CH:6]=[CH:7][C:2]=2[B:19]2[O:20][C:21]([CH3:23])([CH3:22])[C:17]([CH3:33])([CH3:16])[O:18]2)=[O:9])[CH2:11]1, predict the reactants needed to synthesize it. The reactants are: Br[C:2]1[CH:7]=[CH:6][CH:5]=[CH:4][C:3]=1[C:8]([N:10]1[CH2:13][C:12]([F:15])([F:14])[CH2:11]1)=[O:9].[CH3:16][C:17]1([CH3:33])[C:21]([CH3:23])([CH3:22])[O:20][B:19]([B:19]2[O:20][C:21]([CH3:23])([CH3:22])[C:17]([CH3:33])([CH3:16])[O:18]2)[O:18]1.C([O-])(=O)C.[K+]. (3) Given the product [C:1]1([C@@H:7]([NH:9][C@H:10]2[C@H:15]([C:16]([O:18][CH2:19][CH3:20])=[O:17])[CH2:14][CH2:13][N:12]([C:21]([O:23][C:24]([CH3:26])([CH3:25])[CH3:27])=[O:22])[CH2:11]2)[CH3:8])[CH:6]=[CH:5][CH:4]=[CH:3][CH:2]=1, predict the reactants needed to synthesize it. The reactants are: [C:1]1([C@@H:7]([NH:9][CH:10]2[CH:15]([C:16]([O:18][CH2:19][CH3:20])=[O:17])[CH2:14][CH2:13][N:12]([C:21]([O:23][C:24]([CH3:27])([CH3:26])[CH3:25])=[O:22])[CH2:11]2)[CH3:8])[CH:6]=[CH:5][CH:4]=[CH:3][CH:2]=1.[Na]. (4) Given the product [CH:12]([O:36][CH:27]([CH3:28])[CH3:33])([CH3:13])[CH3:21].[OH:11][C:12]1[CH:13]=[C:14]([C:23]([N:1]2[CH2:6][CH2:5][O:4][CH2:3][CH2:2]2)=[O:24])[CH:15]=[C:16]2[C:21]=1[N:20]=[CH:19][NH:18][C:17]2=[O:22], predict the reactants needed to synthesize it. The reactants are: [NH:1]1[CH2:6][CH2:5][O:4][CH2:3][CH2:2]1.C[Al](C)C.[OH:11][C:12]1[CH:13]=[C:14]([C:23](OC)=[O:24])[CH:15]=[C:16]2[C:21]=1[N:20]=[CH:19][NH:18][C:17]2=[O:22].[C@H:27]([OH:36])([C:33]([O-])=O)[C@@H:28](O)C([O-])=O.[Na+].[K+].